Dataset: NCI-60 drug combinations with 297,098 pairs across 59 cell lines. Task: Regression. Given two drug SMILES strings and cell line genomic features, predict the synergy score measuring deviation from expected non-interaction effect. Drug 1: C1CN1C2=NC(=NC(=N2)N3CC3)N4CC4. Drug 2: COC1=C(C=C2C(=C1)N=CN=C2NC3=CC(=C(C=C3)F)Cl)OCCCN4CCOCC4. Cell line: EKVX. Synergy scores: CSS=16.8, Synergy_ZIP=-4.72, Synergy_Bliss=-2.70, Synergy_Loewe=-1.59, Synergy_HSA=1.37.